From a dataset of Forward reaction prediction with 1.9M reactions from USPTO patents (1976-2016). Predict the product of the given reaction. Given the reactants Br[C:2]1[CH:3]=[C:4]([C:9]2[O:10][C:11]3[CH:18]=[CH:17][CH:16]=[CH:15][C:12]=3[C:13]=2[Cl:14])[C:5]([NH2:8])=[N:6][CH:7]=1.[C:19]([O:23][C:24]([N:26]1[CH2:31][CH2:30][CH:29]([N:32]2[CH:36]=[C:35](B3OC(C)(C)C(C)(C)O3)[CH:34]=[N:33]2)[CH2:28][CH2:27]1)=[O:25])([CH3:22])([CH3:21])[CH3:20].O1CCOCC1.C([O-])([O-])=O.[Cs+].[Cs+].O, predict the reaction product. The product is: [C:19]([O:23][C:24]([N:26]1[CH2:27][CH2:28][CH:29]([N:32]2[CH:36]=[C:35]([C:2]3[CH:7]=[N:6][C:5]([NH2:8])=[C:4]([C:9]4[O:10][C:11]5[CH:18]=[CH:17][CH:16]=[CH:15][C:12]=5[C:13]=4[Cl:14])[CH:3]=3)[CH:34]=[N:33]2)[CH2:30][CH2:31]1)=[O:25])([CH3:22])([CH3:20])[CH3:21].